This data is from Reaction yield outcomes from USPTO patents with 853,638 reactions. The task is: Predict the reaction yield, written as a fraction of the theoretical maximum amount of product (1.0 means a 100% yield; for example, 0.34 means a 34% yield). The reactants are [C:1]([C:5]1[CH:10]=[CH:9][C:8]([N:11]2[CH:15]([C:16]3[CH:21]=[CH:20][C:19](Cl)=[C:18]([N+:23]([O-:25])=[O:24])[CH:17]=3)[CH2:14][CH2:13][CH:12]2[C:26]2[CH:31]=[CH:30][C:29](Cl)=[C:28]([N+:33]([O-:35])=[O:34])[CH:27]=2)=[CH:7][CH:6]=1)([CH3:4])([CH3:3])[CH3:2].[CH3:36][O:37][C:38]1[CH:45]=[CH:44][C:41]([CH2:42][NH2:43])=[CH:40][CH:39]=1. The catalyst is ClCCl. The product is [C:1]([C:5]1[CH:10]=[CH:9][C:8]([N:11]2[CH:15]([C:16]3[CH:21]=[CH:20][C:19]([NH:43][CH2:42][C:41]4[CH:44]=[CH:45][C:38]([O:37][CH3:36])=[CH:39][CH:40]=4)=[C:18]([N+:23]([O-:25])=[O:24])[CH:17]=3)[CH2:14][CH2:13][CH:12]2[C:26]2[CH:31]=[CH:30][C:29]([NH:43][CH2:42][C:41]3[CH:44]=[CH:45][C:38]([O:37][CH3:36])=[CH:39][CH:40]=3)=[C:28]([N+:33]([O-:35])=[O:34])[CH:27]=2)=[CH:7][CH:6]=1)([CH3:4])([CH3:3])[CH3:2]. The yield is 0.670.